From a dataset of Full USPTO retrosynthesis dataset with 1.9M reactions from patents (1976-2016). Predict the reactants needed to synthesize the given product. (1) Given the product [CH3:20][O:21][C:22](=[O:34])[CH2:23][C@H:24]1[C:28]2[CH:29]=[CH:30][C:31]([O:19][C@H:14]3[C:15]4[C:11](=[C:10]([C:5]5[CH:6]=[CH:7][CH:8]=[CH:9][C:4]=5[CH:1]([CH3:3])[CH3:2])[CH:18]=[CH:17][CH:16]=4)[CH2:12][CH2:13]3)=[CH:32][C:27]=2[O:26][CH2:25]1, predict the reactants needed to synthesize it. The reactants are: [CH:1]([C:4]1[CH:9]=[CH:8][CH:7]=[CH:6][C:5]=1[C:10]1[CH:18]=[CH:17][CH:16]=[C:15]2[C:11]=1[CH2:12][CH2:13][C@@H:14]2[OH:19])([CH3:3])[CH3:2].[CH3:20][O:21][C:22](=[O:34])[CH2:23][C@H:24]1[C:28]2[CH:29]=[CH:30][C:31](O)=[CH:32][C:27]=2[O:26][CH2:25]1. (2) Given the product [CH3:51]/[C:47](/[CH:46]=[CH:45]/[CH:44]=[C:27](\[CH3:26])/[CH:28]=[CH:41]/[C:34]1[C:35]([CH3:39])([CH3:40])[CH2:36][CH2:37][CH2:38][C:33]=1[CH3:32])=[CH:48]\[CH2:49][O:15][C:14](=[O:16])[C@@H:9]([NH:8][C:1]([O:3][C:4]([CH3:7])([CH3:6])[CH3:5])=[O:2])[CH2:10][C:11]([O:13][CH2:49]/[CH:48]=[C:47](\[CH3:51])/[CH:46]=[CH:45]/[CH:44]=[C:43](\[CH3:52])/[CH:42]=[CH:41]/[C:34]1[C:35]([CH3:40])([CH3:39])[CH2:36][CH2:37][CH2:38][C:33]=1[CH3:32])=[O:12], predict the reactants needed to synthesize it. The reactants are: [C:1]([NH:8][C@H:9]([C:14]([OH:16])=[O:15])[CH2:10][C:11]([OH:13])=[O:12])([O:3][C:4]([CH3:7])([CH3:6])[CH3:5])=[O:2].C(Cl)Cl.Cl.C(N=C=N[CH2:26][CH2:27][CH2:28]N(C)C)C.[CH3:32][C:33]1[CH2:38][CH2:37][CH2:36][C:35]([CH3:40])([CH3:39])[C:34]=1/[CH:41]=[CH:42]/[C:43](/[CH3:52])=[CH:44]/[CH:45]=[CH:46]/[C:47](/[CH3:51])=[CH:48]/[CH2:49]O. (3) Given the product [F:1][C:2]1[C:7]([CH3:8])=[C:6]([F:9])[CH:5]=[CH:4][C:3]=1[NH:10][C:11]([C:13]1[N:17]([CH3:18])[CH:16]=[C:15]([S:19](=[O:21])(=[O:20])[NH:37][C:34]2([C:33]([F:39])([F:38])[F:32])[CH2:36][CH2:35]2)[CH:14]=1)=[O:12], predict the reactants needed to synthesize it. The reactants are: [F:1][C:2]1[C:7]([CH3:8])=[C:6]([F:9])[CH:5]=[CH:4][C:3]=1[NH:10][C:11]([C:13]1[N:17]([CH3:18])[CH:16]=[C:15]([S:19](Cl)(=[O:21])=[O:20])[CH:14]=1)=[O:12].CCN(C(C)C)C(C)C.[F:32][C:33]([F:39])([F:38])[C:34]1([NH2:37])[CH2:36][CH2:35]1. (4) Given the product [CH2:17]([O:16][C:14](=[O:15])[CH:13]=[C:3]1[CH2:2][O:1][CH2:4]1)[CH3:18], predict the reactants needed to synthesize it. The reactants are: [O:1]1[CH2:4][C:3](=O)[CH2:2]1.C1(P(C2C=CC=CC=2)(C2C=CC=CC=2)=[CH:13][C:14]([O:16][CH2:17][CH3:18])=[O:15])C=CC=CC=1. (5) The reactants are: [C:1]1([Mg]Br)[CH:6]=[CH:5][CH:4]=[CH:3][CH:2]=1.[F:9][C:10]1[C:19]2[C:14](=[CH:15][CH:16]=[CH:17][CH:18]=2)[CH:13]=[CH:12][C:11]=1[C:20]([OH:22])=[O:21].[CH3:23][O:24][C:25]1[C:34]2[C:29](=[CH:30][CH:31]=[CH:32][CH:33]=2)[CH:28]=[CH:27][C:26]=1[C:35]([OH:37])=[O:36].Cl. Given the product [C:1]1([C:10]2[C:19]3[C:14](=[CH:15][CH:16]=[CH:17][CH:18]=3)[CH:13]=[CH:12][C:11]=2[C:20]([OH:22])=[O:21])[CH:6]=[CH:5][CH:4]=[CH:3][CH:2]=1.[F:9][C:10]1[C:19]2[C:14](=[CH:15][CH:16]=[CH:17][CH:18]=2)[CH:13]=[CH:12][C:11]=1[C:20]([OH:22])=[O:21].[CH3:23][O:24][C:25]1[C:34]2[C:29](=[CH:30][CH:31]=[CH:32][CH:33]=2)[CH:28]=[CH:27][C:26]=1[C:35]([OH:37])=[O:36], predict the reactants needed to synthesize it.